This data is from Reaction yield outcomes from USPTO patents with 853,638 reactions. The task is: Predict the reaction yield, written as a fraction of the theoretical maximum amount of product (1.0 means a 100% yield; for example, 0.34 means a 34% yield). (1) The reactants are [CH:1]1[CH:2]=[CH:3][C:4]2[O:11][CH2:10][CH2:9][C:7](=O)[C:5]=2[CH:6]=1. The catalyst is CC(O)=O.[Zn]. The product is [O:11]1[C:4]2[C:5](=[CH:6][CH:1]=[CH:2][CH:3]=2)[CH2:7][CH2:9][CH2:10]1. The yield is 0.950. (2) The reactants are [NH2:1][C:2]1[N:3]=[CH:4][C:5]2[CH2:6][C:7](=[O:19])[NH:8][C:9]3[CH:16]=[C:15]([Cl:17])[C:14](I)=[CH:13][C:10]=3[C:11]=2[N:12]=1.[CH2:20]([N:23]([CH3:25])[CH3:24])[C:21]#[CH:22].O. The catalyst is C(N(CC)CC)C.CN(C=O)C.Cl[Pd](Cl)([P](C1C=CC=CC=1)(C1C=CC=CC=1)C1C=CC=CC=1)[P](C1C=CC=CC=1)(C1C=CC=CC=1)C1C=CC=CC=1.[Cu](I)I. The yield is 0.980. The product is [NH2:1][C:2]1[N:3]=[CH:4][C:5]2[CH2:6][C:7](=[O:19])[NH:8][C:9]3[CH:16]=[C:15]([Cl:17])[C:14]([C:22]#[C:21][CH2:20][N:23]([CH3:25])[CH3:24])=[CH:13][C:10]=3[C:11]=2[N:12]=1.